The task is: Predict which catalyst facilitates the given reaction.. This data is from Catalyst prediction with 721,799 reactions and 888 catalyst types from USPTO. Reactant: [Cl:1][C:2]1[CH:7]=[C:6]([F:8])[C:5]([N:9]2[CH:13]=[CH:12][CH:11]=[C:10]2[CH:14]=[CH:15][C:16]([O:18][CH3:19])=[O:17])=[C:4]([CH:20]([C:22]2[CH:27]=[CH:26][CH:25]=[C:24]([O:28][CH3:29])[C:23]=2[O:30][CH3:31])[OH:21])[CH:3]=1.FC(F)(F)C(O)=O. Product: [Cl:1][C:2]1[CH:7]=[C:6]([F:8])[C:5]2[N:9]3[CH:13]=[CH:12][CH:11]=[C:10]3[CH:14]([CH2:15][C:16]([O:18][CH3:19])=[O:17])[O:21][CH:20]([C:22]3[CH:27]=[CH:26][CH:25]=[C:24]([O:28][CH3:29])[C:23]=3[O:30][CH3:31])[C:4]=2[CH:3]=1. The catalyst class is: 4.